Dataset: Forward reaction prediction with 1.9M reactions from USPTO patents (1976-2016). Task: Predict the product of the given reaction. (1) Given the reactants [F:1][C:2]1[CH:7]=[CH:6][C:5]([S:8]([NH:11][C:12]2[C:17]([O:18][CH3:19])=[CH:16][C:15]([CH:20]([CH3:22])[CH3:21])=[CH:14][N:13]=2)(=[O:10])=[O:9])=[CH:4][CH:3]=1.[C:23](N=C(N(C)C)N(C)C)([CH3:26])([CH3:25])[CH3:24].BrCC(C)C, predict the reaction product. The product is: [F:1][C:2]1[CH:3]=[CH:4][C:5]([S:8]([N:11]([CH2:24][CH:23]([CH3:26])[CH3:25])[C:12]2[C:17]([O:18][CH3:19])=[CH:16][C:15]([CH:20]([CH3:22])[CH3:21])=[CH:14][N:13]=2)(=[O:9])=[O:10])=[CH:6][CH:7]=1. (2) Given the reactants C(OC(=O)[NH:7][C:8]1[CH:13]=[C:12]([Cl:14])[C:11]([CH3:15])=[CH:10][C:9]=1[NH:16][C:17](=[O:33])[CH2:18][C:19](=O)[C:20]1[CH:25]=[CH:24][CH:23]=[C:22]([C:26]2[CH:31]=[CH:30][N:29]=[CH:28][CH:27]=2)[CH:21]=1)(C)(C)C.C(O)(C(F)(F)F)=O, predict the reaction product. The product is: [Cl:14][C:12]1[C:11]([CH3:15])=[CH:10][C:9]2[NH:16][C:17](=[O:33])[CH2:18][C:19]([C:20]3[CH:25]=[CH:24][CH:23]=[C:22]([C:26]4[CH:31]=[CH:30][N:29]=[CH:28][CH:27]=4)[CH:21]=3)=[N:7][C:8]=2[CH:13]=1. (3) Given the reactants [NH:1]1[CH2:6][CH2:5][NH:4][CH2:3][CH2:2]1.Cl[C:8]1[C:13]([O:14][CH3:15])=[C:12](Cl)[N:11]=[CH:10][N:9]=1, predict the reaction product. The product is: [CH3:15][O:14][C:13]1[C:8]([N:1]2[CH2:6][CH2:5][NH:4][CH2:3][CH2:2]2)=[N:9][CH:10]=[N:11][CH:12]=1. (4) Given the reactants [CH3:1][O:2][C:3]([C:5]1[C:10](=[O:11])[N:9]([C:12]2[CH:17]=[CH:16][CH:15]=[C:14]([C:18]([F:21])([F:20])[F:19])[CH:13]=2)[C:8]([CH3:22])=[C:7](Br)[N:6]=1)=[O:4].CC1(C)C(C)(C)OB([C:32]2[N:36]([C:37]3[CH:44]=[CH:43][C:40]([C:41]#[N:42])=[CH:39][CH:38]=3)[N:35]=[CH:34][CH:33]=2)O1.C([O-])(=O)C.[Na+], predict the reaction product. The product is: [CH3:1][O:2][C:3]([C:5]1[C:10](=[O:11])[N:9]([C:12]2[CH:17]=[CH:16][CH:15]=[C:14]([C:18]([F:21])([F:20])[F:19])[CH:13]=2)[C:8]([CH3:22])=[C:7]([C:32]2[N:36]([C:37]3[CH:44]=[CH:43][C:40]([C:41]#[N:42])=[CH:39][CH:38]=3)[N:35]=[CH:34][CH:33]=2)[N:6]=1)=[O:4]. (5) Given the reactants [CH:1]1([CH2:4][NH2:5])[CH2:3][CH2:2]1.[CH:6]1([NH:9][C:10]([C:12]2[CH:13]=[C:14]([F:36])[C:15]([CH3:35])=[C:16]([C:18]3[CH:23]=[CH:22][C:21]([C:24](O)=[O:25])=[CH:20][C:19]=3[C:27]([NH:29][C:30]3[S:31][CH:32]=[CH:33][N:34]=3)=[O:28])[CH:17]=2)=[O:11])[CH2:8][CH2:7]1.Cl.CN(C)CCCN=C=NCC.CCOC(C)=O, predict the reaction product. The product is: [CH:6]1([NH:9][C:10]([C:12]2[CH:17]=[C:16]([C:18]3[C:19]([C:27]([NH:29][C:30]4[S:31][CH:32]=[CH:33][N:34]=4)=[O:28])=[CH:20][C:21]([C:24]([NH:5][CH2:4][CH:1]4[CH2:3][CH2:2]4)=[O:25])=[CH:22][CH:23]=3)[C:15]([CH3:35])=[C:14]([F:36])[CH:13]=2)=[O:11])[CH2:8][CH2:7]1. (6) Given the reactants Cl[C:2]1[CH:7]=[CH:6][C:5]([C:8]([F:11])([F:10])[F:9])=[CH:4][C:3]=1[N+:12]([O-:14])=[O:13].[CH3:15][C:16]([CH3:18])=[O:17].C1(O)C=CC=CC=1.P([O-])([O-])([O-])=O.[Ca+2].P([O-])([O-])([O-])=O.[Ca+2].[Ca+2], predict the reaction product. The product is: [N+:12]([C:3]1[CH:4]=[C:5]([C:8]([F:11])([F:10])[F:9])[CH:6]=[CH:7][C:2]=1[CH2:15][C:16]([CH3:18])=[O:17])([O-:14])=[O:13]. (7) Given the reactants [C:1]1([CH:7]([NH:10][CH2:11][C:12]2[CH:17]=[CH:16][C:15](OC)=[CH:14][CH:13]=2)[CH:8]=[CH2:9])[CH:6]=[CH:5][CH:4]=[CH:3][CH:2]=1.COC1C=CC(CN)=CC=1, predict the reaction product. The product is: [C:1]1([CH:7]([NH:10][CH2:11][C:12]2[CH:13]=[CH:14][CH:15]=[CH:16][CH:17]=2)[CH:8]=[CH2:9])[CH:2]=[CH:3][CH:4]=[CH:5][CH:6]=1. (8) Given the reactants [C:1]1([CH2:7][CH2:8][CH2:9][CH2:10][CH2:11][CH2:12][C:13]([C:15]2[O:16][CH:17]=[C:18]([C:20]([O:22]C)=[O:21])[N:19]=2)=[O:14])[CH:6]=[CH:5][CH:4]=[CH:3][CH:2]=1.[Li+].[OH-].Cl, predict the reaction product. The product is: [C:1]1([CH2:7][CH2:8][CH2:9][CH2:10][CH2:11][CH2:12][C:13]([C:15]2[O:16][CH:17]=[C:18]([C:20]([OH:22])=[O:21])[N:19]=2)=[O:14])[CH:6]=[CH:5][CH:4]=[CH:3][CH:2]=1. (9) Given the reactants [N:1]1[CH:6]=[CH:5][CH:4]=[C:3](B(O)O)[CH:2]=1.Cl[C:11]1[CH:16]=[C:15](Cl)[N:14]=[CH:13][N:12]=1.[IH:18], predict the reaction product. The product is: [I:18][C:11]1[CH:16]=[C:15]([C:3]2[CH:2]=[N:1][CH:6]=[CH:5][CH:4]=2)[N:14]=[CH:13][N:12]=1.